From a dataset of Forward reaction prediction with 1.9M reactions from USPTO patents (1976-2016). Predict the product of the given reaction. Given the reactants [C:1]([SiH2:5][O:6][C:7]([CH3:16])([CH3:15])[C:8]1[CH:13]=[CH:12][N:11]=[C:10]([NH2:14])[CH:9]=1)([CH3:4])([CH3:3])[CH3:2].[H-].[Na+].Cl[C:20]1[S:21][C:22]([C:25]#[N:26])=[CH:23][N:24]=1, predict the reaction product. The product is: [C:1]([SiH2:5][O:6][C:7]([CH3:16])([CH3:15])[C:8]1[CH:13]=[CH:12][N:11]=[C:10]([NH:14][C:20]2[S:21][C:22]([C:25]#[N:26])=[CH:23][N:24]=2)[CH:9]=1)([CH3:4])([CH3:2])[CH3:3].